The task is: Predict the product of the given reaction.. This data is from Forward reaction prediction with 1.9M reactions from USPTO patents (1976-2016). (1) Given the reactants [NH2:1][C:2]1[CH:3]=[C:4]([CH:32]=[C:33]([CH3:36])[C:34]=1[NH2:35])[O:5][C:6]1[N:11]=[CH:10][N:9]=[C:8]([N:12]2[CH2:17][CH2:16][CH:15]([N:18]3[CH2:24][CH2:23][C:22]4[CH:25]=[C:26]([O:29][CH3:30])[CH:27]=[CH:28][C:21]=4[NH:20][C:19]3=[O:31])[CH2:14][CH2:13]2)[CH:7]=1.[F:37][C:38]([F:44])([F:43])[CH2:39][C:40](O)=O.CN(C(ON1N=NC2C=CC=CC1=2)=[N+](C)C)C.[B-](F)(F)(F)F.C(O)(=O)C, predict the reaction product. The product is: [CH3:30][O:29][C:26]1[CH:27]=[CH:28][C:21]2[NH:20][C:19](=[O:31])[N:18]([CH:15]3[CH2:14][CH2:13][N:12]([C:8]4[CH:7]=[C:6]([O:5][C:4]5[CH:32]=[C:33]([CH3:36])[C:34]6[N:35]=[C:40]([CH2:39][C:38]([F:44])([F:43])[F:37])[NH:1][C:2]=6[CH:3]=5)[N:11]=[CH:10][N:9]=4)[CH2:17][CH2:16]3)[CH2:24][CH2:23][C:22]=2[CH:25]=1. (2) The product is: [ClH:24].[F:19][C:20]1[CH:21]=[C:22]([CH:25]=[CH:26][C:27]=1[F:28])[CH2:23][S:18][C:9]1[NH:8][C@H:7]([C:1]2[CH:2]=[CH:3][CH:4]=[CH:5][CH:6]=2)[C@H:11]([C:12]2[CH:13]=[CH:14][CH:15]=[CH:16][CH:17]=2)[N:10]=1. Given the reactants [C:1]1([C@H:7]2[C@@H:11]([C:12]3[CH:17]=[CH:16][CH:15]=[CH:14][CH:13]=3)[NH:10][C:9](=[S:18])[NH:8]2)[CH:6]=[CH:5][CH:4]=[CH:3][CH:2]=1.[F:19][C:20]1[CH:21]=[C:22]([CH:25]=[CH:26][C:27]=1[F:28])[CH2:23][Cl:24], predict the reaction product.